Task: Binary Classification. Given a drug SMILES string, predict its activity (active/inactive) in a high-throughput screening assay against a specified biological target.. Dataset: HIV replication inhibition screening data with 41,000+ compounds from the AIDS Antiviral Screen (1) The molecule is C=CCCC(OCOCCOC)c1cc(C)c(O[Si](C)(C)C(C)(C)C)c(C)c1. The result is 0 (inactive). (2) The molecule is CCOC(=O)Oc1ccc2[nH]c3c(C)cc(N)c(C)c3c2c1. The result is 0 (inactive). (3) The drug is CN1c2ccccc2SC2C(c3ccccc3)=NOC21. The result is 0 (inactive). (4) The drug is COc1ccc(C=C2CCC(C)C3C2=NN(c2ccccc2)C3c2ccc(OC)c(OC)c2)cc1OC. The result is 0 (inactive). (5) The molecule is Oc1ncnc2c1C(c1ccccc1)c1ccccc1-2. The result is 0 (inactive). (6) The compound is CC1=CN2C(c3ccc(Cl)cc3)=NON(c3ccc(C)cn3)C2C=C1. The result is 0 (inactive). (7) The molecule is C=CCc1cc(CN2CCN(C)CC2)c(O)c(OC)c1. The result is 0 (inactive). (8) The molecule is O=S(CCCl)c1c2ccccc2nc2ccccc12. The result is 0 (inactive).